Dataset: NCI-60 drug combinations with 297,098 pairs across 59 cell lines. Task: Regression. Given two drug SMILES strings and cell line genomic features, predict the synergy score measuring deviation from expected non-interaction effect. (1) Drug 1: CS(=O)(=O)OCCCCOS(=O)(=O)C. Drug 2: COCCOC1=C(C=C2C(=C1)C(=NC=N2)NC3=CC=CC(=C3)C#C)OCCOC.Cl. Cell line: U251. Synergy scores: CSS=12.4, Synergy_ZIP=1.27, Synergy_Bliss=0.814, Synergy_Loewe=4.08, Synergy_HSA=1.31. (2) Drug 1: CC1=C2C(C(=O)C3(C(CC4C(C3C(C(C2(C)C)(CC1OC(=O)C(C(C5=CC=CC=C5)NC(=O)OC(C)(C)C)O)O)OC(=O)C6=CC=CC=C6)(CO4)OC(=O)C)OC)C)OC. Drug 2: C#CCC(CC1=CN=C2C(=N1)C(=NC(=N2)N)N)C3=CC=C(C=C3)C(=O)NC(CCC(=O)O)C(=O)O. Cell line: ACHN. Synergy scores: CSS=33.4, Synergy_ZIP=0.773, Synergy_Bliss=0.122, Synergy_Loewe=-1.06, Synergy_HSA=0.170. (3) Drug 1: CC1C(C(CC(O1)OC2CC(CC3=C2C(=C4C(=C3O)C(=O)C5=C(C4=O)C(=CC=C5)OC)O)(C(=O)C)O)N)O.Cl. Drug 2: CNC(=O)C1=NC=CC(=C1)OC2=CC=C(C=C2)NC(=O)NC3=CC(=C(C=C3)Cl)C(F)(F)F. Cell line: BT-549. Synergy scores: CSS=25.3, Synergy_ZIP=-8.00, Synergy_Bliss=3.49, Synergy_Loewe=-7.07, Synergy_HSA=3.02. (4) Drug 1: CC1=C(C=C(C=C1)NC(=O)C2=CC=C(C=C2)CN3CCN(CC3)C)NC4=NC=CC(=N4)C5=CN=CC=C5. Drug 2: CNC(=O)C1=NC=CC(=C1)OC2=CC=C(C=C2)NC(=O)NC3=CC(=C(C=C3)Cl)C(F)(F)F. Synergy scores: CSS=-2.46, Synergy_ZIP=3.16, Synergy_Bliss=0.00338, Synergy_Loewe=-4.69, Synergy_HSA=-7.05. Cell line: COLO 205. (5) Drug 1: CC12CCC(CC1=CCC3C2CCC4(C3CC=C4C5=CN=CC=C5)C)O. Drug 2: CC1C(C(CC(O1)OC2CC(OC(C2O)C)OC3=CC4=CC5=C(C(=O)C(C(C5)C(C(=O)C(C(C)O)O)OC)OC6CC(C(C(O6)C)O)OC7CC(C(C(O7)C)O)OC8CC(C(C(O8)C)O)(C)O)C(=C4C(=C3C)O)O)O)O. Cell line: 786-0. Synergy scores: CSS=30.8, Synergy_ZIP=8.81, Synergy_Bliss=16.0, Synergy_Loewe=15.5, Synergy_HSA=15.6. (6) Drug 1: CC1=C(C=C(C=C1)NC(=O)C2=CC=C(C=C2)CN3CCN(CC3)C)NC4=NC=CC(=N4)C5=CN=CC=C5. Drug 2: C1CN1C2=NC(=NC(=N2)N3CC3)N4CC4. Cell line: ACHN. Synergy scores: CSS=47.7, Synergy_ZIP=-0.907, Synergy_Bliss=-2.22, Synergy_Loewe=-26.4, Synergy_HSA=-4.35. (7) Drug 1: C#CCC(CC1=CN=C2C(=N1)C(=NC(=N2)N)N)C3=CC=C(C=C3)C(=O)NC(CCC(=O)O)C(=O)O. Drug 2: CCC1(C2=C(COC1=O)C(=O)N3CC4=CC5=C(C=CC(=C5CN(C)C)O)N=C4C3=C2)O.Cl. Cell line: SK-MEL-2. Synergy scores: CSS=25.6, Synergy_ZIP=12.8, Synergy_Bliss=17.1, Synergy_Loewe=9.29, Synergy_HSA=9.10.